Binary Classification. Given a T-cell receptor sequence (or CDR3 region) and an epitope sequence, predict whether binding occurs between them. From a dataset of TCR-epitope binding with 47,182 pairs between 192 epitopes and 23,139 TCRs. (1) The epitope is FADDLNQLTGY. The TCR CDR3 sequence is CASSVDGGEQFF. Result: 0 (the TCR does not bind to the epitope). (2) The epitope is RPPIFIRRL. The TCR CDR3 sequence is CASSQDSTSYGYTF. Result: 0 (the TCR does not bind to the epitope). (3) The epitope is IVTDFSVIK. The TCR CDR3 sequence is CASSVVGGVDEQFF. Result: 0 (the TCR does not bind to the epitope). (4) The epitope is HTDFSSEIIGY. The TCR CDR3 sequence is CASSVGQAYELYF. Result: 0 (the TCR does not bind to the epitope).